This data is from Full USPTO retrosynthesis dataset with 1.9M reactions from patents (1976-2016). The task is: Predict the reactants needed to synthesize the given product. (1) Given the product [C:1]([O:5][C:6]([N:8]([CH2:24][CH2:25][C:26]1[CH:31]=[CH:30][CH:29]=[CH:28][C:27]=1[O:32][CH2:34][C:35]1[CH:40]=[CH:39][C:38]([C:41]2[CH:42]=[CH:43][C:44]([C:47]([F:48])([F:50])[F:49])=[CH:45][CH:46]=2)=[CH:37][C:36]=1[Cl:51])[CH:9]1[CH2:18][CH2:17][CH2:16][C:15]2[N:14]=[C:13]([C:19]([O:21][CH2:22][CH3:23])=[O:20])[CH:12]=[CH:11][C:10]1=2)=[O:7])([CH3:2])([CH3:3])[CH3:4], predict the reactants needed to synthesize it. The reactants are: [C:1]([O:5][C:6]([N:8]([CH2:24][CH2:25][C:26]1[CH:31]=[CH:30][CH:29]=[CH:28][C:27]=1[OH:32])[CH:9]1[CH2:18][CH2:17][CH2:16][C:15]2[N:14]=[C:13]([C:19]([O:21][CH2:22][CH3:23])=[O:20])[CH:12]=[CH:11][C:10]1=2)=[O:7])([CH3:4])([CH3:3])[CH3:2].Br[CH2:34][C:35]1[CH:40]=[CH:39][C:38]([C:41]2[CH:46]=[CH:45][C:44]([C:47]([F:50])([F:49])[F:48])=[CH:43][CH:42]=2)=[CH:37][C:36]=1[Cl:51].C(=O)([O-])[O-].[K+].[K+]. (2) Given the product [CH3:26][C:5]([O:14][C:15]1[CH:20]=[CH:19][C:18]([O:21][C:22]([F:23])([F:24])[F:25])=[CH:17][CH:16]=1)([CH2:6][C:7]1[CH:8]=[CH:9][C:10]([O:13][CH2:42][CH2:41][C:30]2[N:31]=[C:32]([C:34]3([CH3:40])[CH2:39][CH2:38][CH2:37][CH2:36][CH2:35]3)[O:33][C:29]=2[CH3:28])=[CH:11][CH:12]=1)[C:4]([OH:3])=[O:27], predict the reactants needed to synthesize it. The reactants are: C([O:3][C:4](=[O:27])[C:5]([CH3:26])([O:14][C:15]1[CH:20]=[CH:19][C:18]([O:21][C:22]([F:25])([F:24])[F:23])=[CH:17][CH:16]=1)[CH2:6][C:7]1[CH:12]=[CH:11][C:10]([OH:13])=[CH:9][CH:8]=1)C.[CH3:28][C:29]1[O:33][C:32]([C:34]2([CH3:40])[CH2:39][CH2:38][CH2:37][CH2:36][CH2:35]2)=[N:31][C:30]=1[CH2:41][CH2:42]OS(C1C=CC(C)=CC=1)(=O)=O. (3) Given the product [CH2:1]([O:3][C:4]([C:6]1[S:7][C:8]([CH2:25][CH3:26])=[C:9]([C:29]#[N:30])[C:10]=1[C:11]1[CH:16]=[CH:15][C:14]([C:17]2[S:18][CH:19]=[CH:20][C:21]=2[N:39]([CH3:37])[CH3:27])=[CH:13][CH:12]=1)=[O:5])[CH3:2], predict the reactants needed to synthesize it. The reactants are: [CH2:1]([O:3][C:4]([C:6]1[S:7][C:8]([CH2:25][CH3:26])=[C:9](C#N)[C:10]=1[C:11]1[CH:16]=[CH:15][C:14]([C:17]2[S:18][CH:19]=[CH:20][C:21]=2N)=[CH:13][CH:12]=1)=[O:5])[CH3:2].[CH2:27]=O.[C:29]([BH3-])#[N:30].[Na+].C(O)(=O)C.[C:37](#[N:39])C. (4) Given the product [NH2:1][CH2:2][CH2:3][C:4]1[CH:5]=[C:6]([NH:10][C:11]([NH:13][C:14]2[CH:15]=[CH:20][CH:19]=[C:18]([O:28][C:29]3[CH:30]=[CH:23][CH:22]=[CH:32][CH:31]=3)[CH:17]=2)=[O:12])[CH:7]=[CH:8][CH:9]=1, predict the reactants needed to synthesize it. The reactants are: [NH2:1][CH2:2][CH2:3][C:4]1[CH:5]=[C:6]([NH:10][C:11]([NH:13][CH2:14][C:15]2[CH:20]=[CH:19][C:18](F)=[CH:17]C=2)=[O:12])[CH:7]=[CH:8][CH:9]=1.[C:22](#N)[CH3:23].C([O:28][CH:29]([CH3:31])[CH3:30])(C)C.[CH3:32]COCC.